Dataset: Full USPTO retrosynthesis dataset with 1.9M reactions from patents (1976-2016). Task: Predict the reactants needed to synthesize the given product. (1) Given the product [Si:20]([O:27][C:28]1[CH:29]=[CH:30][C:31]([N:35]2[C:36](=[O:45])[C:37]3=[CH:44][CH:43]=[CH:42][CH:41]=[C:38]3[C:39]2=[O:40])=[C:32]([CH:34]=1)[NH:33][C:13]([CH:10]1[CH2:9][CH2:8][N:7]([C:4]2[CH:3]=[CH:2][N:1]=[CH:6][CH:5]=2)[CH2:12][CH2:11]1)=[O:15])([C:23]([CH3:26])([CH3:25])[CH3:24])([CH3:22])[CH3:21], predict the reactants needed to synthesize it. The reactants are: [N:1]1[CH:6]=[CH:5][C:4]([N:7]2[CH2:12][CH2:11][CH:10]([C:13]([OH:15])=O)[CH2:9][CH2:8]2)=[CH:3][CH:2]=1.S(Cl)(Cl)=O.[Si:20]([O:27][C:28]1[CH:29]=[CH:30][C:31]([N:35]2[C:39](=[O:40])[C:38]3=[CH:41][CH:42]=[CH:43][CH:44]=[C:37]3[C:36]2=[O:45])=[C:32]([CH:34]=1)[NH2:33])([C:23]([CH3:26])([CH3:25])[CH3:24])([CH3:22])[CH3:21].C(Cl)Cl.CO.[OH-].[NH4+]. (2) Given the product [CH3:13][C:12]1[CH:11]=[CH:10][C:4]([C:5]2[O:7][C:8]([CH3:9])=[N:14][N:15]=2)=[CH:3][C:2]=1[OH:1], predict the reactants needed to synthesize it. The reactants are: [OH:1][C:2]1[CH:3]=[C:4]([CH:10]=[CH:11][C:12]=1[CH3:13])[C:5]([O:7][CH2:8][CH3:9])=O.[NH2:14][NH2:15].C(OCC)(OCC)(OCC)C. (3) The reactants are: [C:1]([O:5][C:6]([N:8]([CH2:41][O:42][CH2:43][CH2:44][Si:45]([CH3:48])([CH3:47])[CH3:46])[C:9]1[S:10][C@:11]2([C:37]([O:39][CH3:40])=[O:38])[C@H:13]([C@:14]([C:17]3[CH:22]=[C:21]([NH:23][C:24]([C:26]4C=NC(OCC#C)=[CH:28][N:27]=4)=[O:25])[CH:20]=[CH:19][C:18]=3[F:36])([CH3:16])[N:15]=1)[CH2:12]2)=[O:7])([CH3:4])([CH3:3])[CH3:2].[NH2:49][C:50]1C=C[C:53](F)=[C:54]([C@]2(C)[C@H]3[C@](C(OC)=O)(C3)SC(N(C(OC(C)(C)C)=O)COCC[Si](C)(C)C)=N2)[CH:55]=1.C(C1C=CC(C(O)=O)=NC=1)#N. Given the product [C:1]([O:5][C:6]([N:8]([CH2:41][O:42][CH2:43][CH2:44][Si:45]([CH3:47])([CH3:46])[CH3:48])[C:9]1[S:10][C@:11]2([C:37]([O:39][CH3:40])=[O:38])[C@H:13]([C@:14]([C:17]3[CH:22]=[C:21]([NH:23][C:24](=[O:25])[C:26]4[CH:53]=[CH:54][C:55]([C:50]#[N:49])=[CH:28][N:27]=4)[CH:20]=[CH:19][C:18]=3[F:36])([CH3:16])[N:15]=1)[CH2:12]2)=[O:7])([CH3:2])([CH3:3])[CH3:4], predict the reactants needed to synthesize it. (4) Given the product [Cl:1][C:2]1[CH:7]=[CH:6][N:5]=[C:4]([NH:8][CH2:9][C:10]2[CH:15]=[CH:14][C:13]([O:16][CH3:17])=[CH:12][C:11]=2[O:18][CH3:19])[C:3]=1[NH2:20], predict the reactants needed to synthesize it. The reactants are: [Cl:1][C:2]1[CH:7]=[CH:6][N:5]=[C:4]([NH:8][CH2:9][C:10]2[CH:15]=[CH:14][C:13]([O:16][CH3:17])=[CH:12][C:11]=2[O:18][CH3:19])[C:3]=1[N+:20]([O-])=O.O.O.[Sn](Cl)(Cl)(Cl)Cl. (5) Given the product [ClH:16].[ClH:16].[CH3:1][O:2][C:3]1[CH:8]=[CH:7][C:6]([NH:9][C:20]([C:22]2[S:23][CH:24]=[CH:25][CH:26]=2)=[NH:21])=[CH:5][C:4]=1[CH:10]1[CH2:14][CH2:13][CH2:12][N:11]1[CH3:15], predict the reactants needed to synthesize it. The reactants are: [CH3:1][O:2][C:3]1[CH:8]=[CH:7][C:6]([NH2:9])=[CH:5][C:4]=1[CH:10]1[CH2:14][CH2:13][CH2:12][N:11]1[CH3:15].[ClH:16].C(S[C:20]([C:22]1[S:23][CH:24]=[CH:25][CH:26]=1)=[NH:21])C. (6) Given the product [C:15]1([C:3]2[CH:4]=[C:5]([CH:8]3[CH2:9][NH:10][C:11](=[O:14])[NH:12][CH2:13]3)[CH:6]=[CH:7][C:2]=2[NH:1][C:36]([C:25]2[N:26]([CH2:28][O:29][CH2:30][CH2:31][Si:32]([CH3:35])([CH3:34])[CH3:33])[CH:27]=[C:23]([C:21]#[N:22])[N:24]=2)=[O:37])[CH2:20][CH2:19][CH2:18][CH2:17][CH:16]=1, predict the reactants needed to synthesize it. The reactants are: [NH2:1][C:2]1[CH:7]=[CH:6][C:5]([CH:8]2[CH2:13][NH:12][C:11](=[O:14])[NH:10][CH2:9]2)=[CH:4][C:3]=1[C:15]1[CH2:20][CH2:19][CH2:18][CH2:17][CH:16]=1.[C:21]([C:23]1[N:24]=[C:25]([C:36](O)=[O:37])[N:26]([CH2:28][O:29][CH2:30][CH2:31][Si:32]([CH3:35])([CH3:34])[CH3:33])[CH:27]=1)#[N:22].[K+].C(C1N=C(C([O-])=O)N(COCC[Si](C)(C)C)C=1)#N. (7) Given the product [C:17]([O:16][C:12](=[O:15])/[CH:13]=[CH:14]/[C:2]1[CH:3]=[C:4]2[O:10][C:9](=[O:11])[NH:8][C:5]2=[N:6][CH:7]=1)([CH3:20])([CH3:19])[CH3:18], predict the reactants needed to synthesize it. The reactants are: Br[C:2]1[CH:3]=[C:4]2[O:10][C:9](=[O:11])[NH:8][C:5]2=[N:6][CH:7]=1.[C:12]([O:16][C:17]([CH3:20])([CH3:19])[CH3:18])(=[O:15])[CH:13]=[CH2:14].C1(C)C=CC=CC=1P(C1C=CC=CC=1C)C1C=CC=CC=1C.C(N(CC)C(C)C)(C)C.